Dataset: Experimentally validated miRNA-target interactions with 360,000+ pairs, plus equal number of negative samples. Task: Binary Classification. Given a miRNA mature sequence and a target amino acid sequence, predict their likelihood of interaction. (1) The miRNA is rno-miR-34a-5p with sequence UGGCAGUGUCUUAGCUGGUUGU. The protein sequence of the target gene is MAEVGPGRVTVSRLGRGLRLGHRRPQTWEISDSDGEGVPAREVGTQAPSPAGERRAAAKALRADQVLGRLVVCVDPAVLEDAGSDILMEALGTLGCECRIEPQHQARSLQWNVVRPDPAPSNVPLEAKAENEQEQLLLLEPQEFLQGAAQLTQITDPPCSIPWLSPKSLTRSHLAVIGLDAYLWSHQLSSQKTWQLKKSKEAHARGAISWAEVEEILVLLQLHANLDVLLMASWQELSQYVCAFTRALSQLPSKQHRDSQAFSFCTAGHWASGQQVTRDGSGLRGVWWRQIRQFNRVSPA.... Result: 0 (no interaction). (2) The miRNA is mmu-miR-6955-3p with sequence ACACCUGUCUCCUUUGCCCACA. The protein sequence of the target gene is METNVPKRKEPAKSLRIKVISMGNAEVGKSCIIKRYCEKRFVSKYLATIGIDYGVTKVQVRDREIKVNIFDMAGHPFFFEVRNEFYKDTQGVILVYDVGQKDSFDALDSWLAEMKQELGPHGNMDNIVFVVCANKIDCSKHRCIDESEGRLWAESKGFLYFETSAQTGEGINEMFQTFYLSIVDLCENGGKRPTASSSASFTKEQADTIRRIRNSKDSWEMLGVRPGASREEVNKAYRKLAVLLHPDKCVAPGSEDAFKAVVNARTALLKNIK. Result: 0 (no interaction). (3) The miRNA is mmu-miR-155-3p with sequence CUCCUACCUGUUAGCAUUAAC. The protein sequence of the target gene is MATCADILRSEFPEIDGQVFDYVTGVLHSGSADFESVDDLVEAVGELLQEVSGDSKDDAGIRAVCQRMYNTLRLAEPQNQGNSQVLLDAPIQLSKIMENYDCDTKLPGLLKREQSSTVNAKKLEKAEARLKAKQEKRSEKETLKTSNPLVLEEASASQAGSRKESRLESSGKNKSYDVRIENFDVSFGDRVLLAGADVNLAWGRRYGLVGRNGLGKTTLLKMLATRSLRVPAHISLLHVEQEVAGDDTPALQSVLESDTVREDLLRQERELSLRIAAGRAEGSEAAQLAEIYGKLEEIEA.... Result: 0 (no interaction). (4) The protein sequence of the target gene is MASLGRQVPEWHRLLALSWACLVRQTPHLREQKQMSPSLSCKLTTVPGRGSFQEFSSITPQKYMQEPENRTRLVQCLHEEQKPCVDPESLEPEKVIRSLQDMGFAEAHIHSLFSIQPSVHPQQLLGIVSELLLLGLNPEPVFNALKKNPQLLKLSSMQMKRRSSYLRKLGLGEGKLKRVLSVCPEVFTMHQRDIDRVVKVLREKCLFTAQHITDVLHRCPTVLQEDPNELEYKFQYAYFRMGLTHLDIVRTNFLQYSITKIKQRHIYLERLGRYQTPDKKGQTQIPNPSLRNILRVSEAE.... Result: 0 (no interaction). The miRNA is hsa-miR-135b-5p with sequence UAUGGCUUUUCAUUCCUAUGUGA. (5) The miRNA is hsa-miR-6845-3p with sequence CCUCUCCUCCCUGUGCCCCAG. The protein sequence of the target gene is MAPPSVPLVLLLVLLLSLAETPASAPAHRGRGGWTLNSAGYLLGPVLHLPQMGDQDGKRETALEILDLWKAIDGLPYSHPPQPSKRNVMETFAKPEIGDLGMLSMKIPKEEDVLKS. Result: 1 (interaction).